From a dataset of Forward reaction prediction with 1.9M reactions from USPTO patents (1976-2016). Predict the product of the given reaction. (1) The product is: [CH2:1]([NH:3][CH2:11][CH2:12][C:13]1[CH:14]=[CH:15][C:16]([C:19]2[N:23]=[CH:22][N:21]([C:24]3[CH:29]=[CH:28][C:27]([O:30][C:31]([F:32])([F:34])[F:33])=[CH:26][CH:25]=3)[N:20]=2)=[CH:17][CH:18]=1)[CH3:2]. Given the reactants [CH2:1]([N:3]([CH2:11][CH2:12][C:13]1[CH:18]=[CH:17][C:16]([C:19]2[N:23]=[CH:22][N:21]([C:24]3[CH:29]=[CH:28][C:27]([O:30][C:31]([F:34])([F:33])[F:32])=[CH:26][CH:25]=3)[N:20]=2)=[CH:15][CH:14]=1)C(=O)OC(C)(C)C)[CH3:2].C(=O)(O)[O-].[Na+], predict the reaction product. (2) Given the reactants [O:1]=[C:2]1[CH2:7][CH2:6][CH2:5][CH2:4][N:3]1[C:8]1[CH:13]=[CH:12][CH:11]=[CH:10][C:9]=1[CH2:14][CH2:15][N:16]1[CH2:20][CH2:19][CH:18]([C:21]2[CH:29]=[CH:28][CH:27]=[CH:26][C:22]=2[C:23]([OH:25])=O)[CH2:17]1.[NH:30]1[CH2:34][CH2:33][CH2:32][CH2:31]1.CN([P+](ON1N=NC2C=CC=CC1=2)(N(C)C)N(C)C)C.F[P-](F)(F)(F)(F)F, predict the reaction product. The product is: [N:30]1([C:23]([C:22]2[CH:26]=[CH:27][CH:28]=[CH:29][C:21]=2[CH:18]2[CH2:19][CH2:20][N:16]([CH2:15][CH2:14][C:9]3[CH:10]=[CH:11][CH:12]=[CH:13][C:8]=3[N:3]3[CH2:4][CH2:5][CH2:6][CH2:7][C:2]3=[O:1])[CH2:17]2)=[O:25])[CH2:34][CH2:33][CH2:32][CH2:31]1. (3) Given the reactants C(=O)([O-])[O-].[Cs+].[Cs+].[C:7]([OH:10])(=[S:9])[CH3:8].[Cl:11][C:12]1[CH:17]=[CH:16][C:15]([O:18][CH3:19])=[C:14]([CH2:20]Cl)[CH:13]=1, predict the reaction product. The product is: [Cl:11][C:12]1[CH:17]=[CH:16][C:15]([O:18][CH3:19])=[C:14]([CH:13]=1)[CH2:20][S:9][C:7](=[O:10])[CH3:8]. (4) Given the reactants [CH:1]([CH:3]1[CH2:8][CH2:7][N:6]([C:9]([O:11][CH2:12][C:13]2[CH:18]=[CH:17][CH:16]=[CH:15][CH:14]=2)=[O:10])[CH2:5][CH2:4]1)=O.[NH2:19][C:20]1[S:21][CH:22]=[CH:23][N:24]=1, predict the reaction product. The product is: [S:21]1[CH:22]=[CH:23][N:24]=[C:20]1[NH:19][CH2:1][CH:3]1[CH2:8][CH2:7][N:6]([C:9]([O:11][CH2:12][C:13]2[CH:18]=[CH:17][CH:16]=[CH:15][CH:14]=2)=[O:10])[CH2:5][CH2:4]1. (5) The product is: [Cl:1][C:2]1[CH:3]=[CH:4][C:5]([C:35]#[N:36])=[C:6]([C:8]2[C:13]([C:14]#[N:15])=[CH:12][N:11]([CH:16]([CH3:33])[C:17]([NH:19][C:20]3[CH:32]=[CH:31][C:23]([C:24]([OH:26])=[O:25])=[CH:22][CH:21]=3)=[O:18])[C:10](=[O:34])[CH:9]=2)[CH:7]=1. Given the reactants [Cl:1][C:2]1[CH:3]=[CH:4][C:5]([C:35]#[N:36])=[C:6]([C:8]2[C:13]([C:14]#[N:15])=[CH:12][N:11]([CH:16]([CH3:33])[C:17]([NH:19][C:20]3[CH:32]=[CH:31][C:23]([C:24]([O:26]C(C)(C)C)=[O:25])=[CH:22][CH:21]=3)=[O:18])[C:10](=[O:34])[CH:9]=2)[CH:7]=1.C(O)(C(F)(F)F)=O, predict the reaction product. (6) Given the reactants O.C(O)(=O)C(C1C=CC=CC=1)O.[Cl:13][C:14]1[CH:15]=[C:16]([C@H:21]2[C:30]3[C:25](=[CH:26][CH:27]=[CH:28][CH:29]=3)[C@@H:24]([NH:31][CH3:32])[CH2:23][CH2:22]2)[CH:17]=[CH:18][C:19]=1[Cl:20].[OH-].[Na+], predict the reaction product. The product is: [CH3:32][NH:31][C@@H:24]1[C:25]2[CH:26]=[CH:27][CH:28]=[CH:29][C:30]=2[C@H:21]([C:16]2[CH:17]=[CH:18][C:19]([Cl:20])=[C:14]([Cl:13])[CH:15]=2)[CH2:22][CH2:23]1.[ClH:13]. (7) Given the reactants [NH2:1][C:2]1[N:7]=[C:6]([CH2:8][CH2:9][O:10][C:11]2[CH:16]=[CH:15][C:14]([NH:17][C:18]([C:20]3[C:21]([C:26]4[CH:31]=[CH:30][C:29]([C:32]([F:35])([F:34])[F:33])=[CH:28][CH:27]=4)=[CH:22][CH:23]=[CH:24][CH:25]=3)=[O:19])=[CH:13][CH:12]=2)[CH:5]=[CH:4][CH:3]=1.[ClH:36].C(OC(C)C)(C)C, predict the reaction product. The product is: [ClH:36].[NH2:1][C:2]1[N:7]=[C:6]([CH2:8][CH2:9][O:10][C:11]2[CH:12]=[CH:13][C:14]([NH:17][C:18]([C:20]3[C:21]([C:26]4[CH:27]=[CH:28][C:29]([C:32]([F:35])([F:33])[F:34])=[CH:30][CH:31]=4)=[CH:22][CH:23]=[CH:24][CH:25]=3)=[O:19])=[CH:15][CH:16]=2)[CH:5]=[CH:4][CH:3]=1. (8) The product is: [NH2:1][C:2]1[C:7]([NH2:8])=[CH:6][C:5]([Br:11])=[CH:4][C:3]=1[OH:12]. Given the reactants [NH2:1][C:2]1[C:7]([N+:8]([O-])=O)=[CH:6][C:5]([Br:11])=[CH:4][C:3]=1[OH:12], predict the reaction product. (9) Given the reactants C([O:8][C:9]1[C:10]([F:22])=[C:11]([CH2:18][C:19](=O)[CH3:20])[C:12]([N+:15]([O-])=O)=[CH:13][CH:14]=1)C1C=CC=CC=1.FC1C(O)=CC=C([N+]([O-])=O)C=1CC(=O)C, predict the reaction product. The product is: [F:22][C:10]1[C:9]([OH:8])=[CH:14][CH:13]=[C:12]2[C:11]=1[CH:18]=[C:19]([CH3:20])[NH:15]2.